Dataset: Reaction yield outcomes from USPTO patents with 853,638 reactions. Task: Predict the reaction yield, written as a fraction of the theoretical maximum amount of product (1.0 means a 100% yield; for example, 0.34 means a 34% yield). (1) The reactants are [C:1]([CH2:3][C:4]([NH2:6])=[O:5])#[N:2].[C:7]([CH2:10][C:11](=O)[CH3:12])(=O)[CH3:8].C([O-])([O-])=O.[K+].[K+]. The catalyst is O. The product is [CH3:12][C:11]1[CH:10]=[C:7]([CH3:8])[NH:6][C:4](=[O:5])[C:3]=1[C:1]#[N:2]. The yield is 0.910. (2) The reactants are [C:1]([C:5]1[CH:6]=[C:7]([CH:9]=[C:10]([I:14])[C:11]=1[O:12][CH3:13])[NH2:8])([CH3:4])([CH3:3])[CH3:2].[N:15]([CH2:18][CH2:19][C:20]([O:22][CH2:23][CH3:24])=[O:21])=[C:16]=[O:17]. No catalyst specified. The product is [C:1]([C:5]1[CH:6]=[C:7]([NH:8][C:16](=[O:17])[NH:15][CH2:18][CH2:19][C:20]([O:22][CH2:23][CH3:24])=[O:21])[CH:9]=[C:10]([I:14])[C:11]=1[O:12][CH3:13])([CH3:4])([CH3:2])[CH3:3]. The yield is 0.830. (3) The reactants are [Br:1][C:2]1[CH:3]=[C:4]2[C:9](=[CH:10][C:11]=1[O:12][CH3:13])[N:8]=[CH:7][NH:6][C:5]2=O.S(Cl)([Cl:17])=O. The catalyst is CN(C=O)C. The product is [Br:1][C:2]1[CH:3]=[C:4]2[C:9](=[CH:10][C:11]=1[O:12][CH3:13])[N:8]=[CH:7][N:6]=[C:5]2[Cl:17]. The yield is 0.620. (4) The reactants are Br[C:2]1[CH:3]=[C:4]([C:8]2([C:18]3[CH:19]=[N:20][C:21]([O:24][CH3:25])=[N:22][CH:23]=3)[C:16]3[C:11](=[CH:12][CH:13]=[CH:14][CH:15]=3)[C:10]([NH2:17])=[N:9]2)[CH:5]=[CH:6][CH:7]=1.[F:26][C:27]1[C:32]([O:33][CH3:34])=[CH:31][CH:30]=[CH:29][C:28]=1B(O)O. No catalyst specified. The product is [F:26][C:27]1[C:32]([O:33][CH3:34])=[CH:31][CH:30]=[CH:29][C:28]=1[C:2]1[CH:7]=[CH:6][CH:5]=[C:4]([C:8]2([C:18]3[CH:23]=[N:22][C:21]([O:24][CH3:25])=[N:20][CH:19]=3)[C:16]3[C:11](=[CH:12][CH:13]=[CH:14][CH:15]=3)[C:10]([NH2:17])=[N:9]2)[CH:3]=1. The yield is 0.270. (5) The reactants are [OH:1][C@H:2]1[CH2:7][CH2:6][C@H:5]([N:8]2[C:13](=[O:14])[C:12]([CH2:15][C:16]3[CH:21]=[CH:20][C:19]([C:22]4[C:23]([C:28]#[N:29])=[CH:24][CH:25]=[CH:26][CH:27]=4)=[CH:18][CH:17]=3)=[C:11]([CH2:30][CH2:31][CH3:32])[N:10]3[N:33]=[CH:34][N:35]=[C:9]23)[CH2:4][CH2:3]1.C([O:38][C:39](=[O:45])[CH:40](C)[CH2:41][N+]#N)C. The catalyst is C1(C)C=CC=CC=1.C([O-])(=O)C.[Rh+]. The product is [C:28]([C:23]1[CH:24]=[CH:25][CH:26]=[CH:27][C:22]=1[C:19]1[CH:20]=[CH:21][C:16]([CH2:15][C:12]2[C:13](=[O:14])[N:8]([C@H:5]3[CH2:6][CH2:7][C@H:2]([O:1][CH:40]([CH3:41])[C:39]([OH:45])=[O:38])[CH2:3][CH2:4]3)[C:9]3[N:10]([N:33]=[CH:34][N:35]=3)[C:11]=2[CH2:30][CH2:31][CH3:32])=[CH:17][CH:18]=1)#[N:29]. The yield is 0.890. (6) The reactants are [Cl:1][C:2]1[C:3]2[CH:12]=[CH:11][CH:10]=[CH:9][C:4]=2[S:5][C:6]=1[CH2:7][OH:8].C[N+]1([O-])CCOCC1. The catalyst is C(Cl)Cl.CCC[N+](CCC)(CCC)CCC.[O-][Ru](=O)(=O)=O. The product is [Cl:1][C:2]1[C:3]2[CH:12]=[CH:11][CH:10]=[CH:9][C:4]=2[S:5][C:6]=1[CH:7]=[O:8]. The yield is 0.840.